The task is: Predict the product of the given reaction.. This data is from Forward reaction prediction with 1.9M reactions from USPTO patents (1976-2016). (1) Given the reactants [CH3:1][C@@H:2]1[CH2:7][CH2:6][C:5](=[O:8])[CH2:4][N:3]1[C:9]([O:11][CH2:12][C:13]1[CH:18]=[CH:17][CH:16]=[CH:15][CH:14]=1)=[O:10].[BH4-].[Na+], predict the reaction product. The product is: [OH:8][CH:5]1[CH2:4][N:3]([C:9]([O:11][CH2:12][C:13]2[CH:18]=[CH:17][CH:16]=[CH:15][CH:14]=2)=[O:10])[C@H:2]([CH3:1])[CH2:7][CH2:6]1. (2) Given the reactants C([O:4][CH2:5][CH2:6][CH2:7][N:8]1[CH2:13][CH2:12][CH:11]([C:14]2[C:19]([C:20]#[N:21])=[C:18]([S:22][CH2:23][C:24]3[N:25]=[C:26]([C:29]4[CH:34]=[CH:33][C:32]([Cl:35])=[CH:31][CH:30]=4)[S:27][CH:28]=3)[N:17]=[C:16]([NH2:36])[C:15]=2[C:37]#[N:38])[CH2:10][CH2:9]1)(=O)C.[OH-].[Li+], predict the reaction product. The product is: [NH2:36][C:16]1[C:15]([C:37]#[N:38])=[C:14]([CH:11]2[CH2:12][CH2:13][N:8]([CH2:7][CH2:6][CH2:5][OH:4])[CH2:9][CH2:10]2)[C:19]([C:20]#[N:21])=[C:18]([S:22][CH2:23][C:24]2[N:25]=[C:26]([C:29]3[CH:34]=[CH:33][C:32]([Cl:35])=[CH:31][CH:30]=3)[S:27][CH:28]=2)[N:17]=1. (3) The product is: [C:18]([O:17][C:15]([NH:1][CH:2]([C:6]([F:9])([F:8])[F:7])[C:3]([OH:5])=[O:4])=[O:16])([CH3:21])([CH3:20])[CH3:19]. Given the reactants [NH2:1][CH:2]([C:6]([F:9])([F:8])[F:7])[C:3]([OH:5])=[O:4].C[N+](C)(C)C.[C:15](O[C:15]([O:17][C:18]([CH3:21])([CH3:20])[CH3:19])=[O:16])([O:17][C:18]([CH3:21])([CH3:20])[CH3:19])=[O:16], predict the reaction product. (4) Given the reactants Cl[C:2]1[C:11]([C:12]([O:14][CH2:15][CH3:16])=[O:13])=[C:10]([OH:17])[C:9]2[C:8](=[O:18])[CH2:7][C:6]([CH3:20])([CH3:19])[CH2:5][C:4]=2[N:3]=1.[O:21]1[CH2:26][CH:25]=[C:24](B2OC(C)(C)C(C)(C)O2)[CH2:23][CH2:22]1.C(=O)([O-])[O-].[Na+].[Na+], predict the reaction product. The product is: [O:21]1[CH2:22][CH:23]=[C:24]([C:2]2[C:11]([C:12]([O:14][CH2:15][CH3:16])=[O:13])=[C:10]([OH:17])[C:9]3[C:8](=[O:18])[CH2:7][C:6]([CH3:20])([CH3:19])[CH2:5][C:4]=3[N:3]=2)[CH2:25][CH2:26]1. (5) Given the reactants [Cl:1][C:2]1[CH:3]=[C:4]([OH:21])[C:5]([NH:8]S(CC2C=C(Cl)C=C(Cl)C=2)(=O)=O)=[N:6][CH:7]=1.[Cl:22][C:23]1[CH:28]=[C:27]([Cl:29])[CH:26]=[CH:25][C:24]=1[CH2:30][S:31](Cl)(=[O:33])=[O:32].ClC1C=C(CS(Cl)(=O)=O)C=C(Cl)C=1, predict the reaction product. The product is: [Cl:1][C:2]1[CH:3]=[C:4]([OH:21])[C:5]([NH:8][S:31]([CH2:30][C:24]2[CH:25]=[CH:26][C:27]([Cl:29])=[CH:28][C:23]=2[Cl:22])(=[O:33])=[O:32])=[N:6][CH:7]=1. (6) Given the reactants [C:1]1([C@@H:7]([OH:11])[CH2:8][CH2:9][OH:10])[CH:6]=[CH:5][CH:4]=[CH:3][CH:2]=1.C(N(CC)CC)C.[CH3:19][C:20]1[CH:25]=[CH:24][C:23]([S:26](Cl)(=[O:28])=[O:27])=[CH:22][CH:21]=1, predict the reaction product. The product is: [CH3:19][C:20]1[CH:25]=[CH:24][C:23]([S:26]([O:10][CH2:9][CH2:8][C@H:7]([OH:11])[C:1]2[CH:6]=[CH:5][CH:4]=[CH:3][CH:2]=2)(=[O:28])=[O:27])=[CH:22][CH:21]=1. (7) Given the reactants [F:1][C:2]1[C:7]([C:8]2[CH:13]=[CH:12][CH:11]=[C:10]([CH2:14][OH:15])[CH:9]=2)=[CH:6][C:5]([CH2:16][NH:17][C:18]([C:20]2[CH:21]=[C:22]([CH:26]=[CH:27][CH:28]=2)[C:23](O)=[O:24])=[O:19])=[CH:4][CH:3]=1.[NH2:29][CH2:30][C:31]1[C:36]([CH2:37][CH3:38])=[N:35][C:34]2[N:39]([CH2:42][CH3:43])[N:40]=[CH:41][C:33]=2[C:32]=1[NH:44][CH:45]1[CH2:50][CH2:49][O:48][CH2:47][CH2:46]1.CN(C(ON1N=NC2C=CC=CC1=2)=[N+](C)C)C.F[P-](F)(F)(F)(F)F, predict the reaction product. The product is: [CH2:42]([N:39]1[C:34]2=[N:35][C:36]([CH2:37][CH3:38])=[C:31]([CH2:30][NH:29][C:23]([C:22]3[CH:26]=[CH:27][CH:28]=[C:20]([C:18]([NH:17][CH2:16][C:5]4[CH:6]=[C:7]([C:8]5[CH:13]=[CH:12][CH:11]=[C:10]([CH2:14][OH:15])[CH:9]=5)[C:2]([F:1])=[CH:3][CH:4]=4)=[O:19])[CH:21]=3)=[O:24])[C:32]([NH:44][CH:45]3[CH2:46][CH2:47][O:48][CH2:49][CH2:50]3)=[C:33]2[CH:41]=[N:40]1)[CH3:43]. (8) Given the reactants O[N:2]=[CH:3][C:4]1[CH:5]=[CH:6][C:7]([O:14][CH3:15])=[C:8]([CH:13]=1)[C:9]([O:11][CH3:12])=[O:10].S(Cl)(Cl)=O, predict the reaction product. The product is: [C:3]([C:4]1[CH:5]=[CH:6][C:7]([O:14][CH3:15])=[C:8]([CH:13]=1)[C:9]([O:11][CH3:12])=[O:10])#[N:2]. (9) Given the reactants [C:1]([N:4]1[C:13]2[C:8](=[CH:9][C:10]([C:14]([OH:16])=[O:15])=[CH:11][CH:12]=2)[C@H:7]([NH:17][C:18]2[CH:23]=[CH:22][C:21]([N:24]3[CH2:29][CH2:28][O:27][CH2:26][CH2:25]3)=[CH:20][CH:19]=2)[CH2:6][C@@H:5]1[CH3:30])(=[O:3])[CH3:2].[CH2:31](O)[C:32]1[CH:37]=[CH:36][CH:35]=[CH:34][CH:33]=1, predict the reaction product. The product is: [CH2:31]([O:15][C:14]([C:10]1[CH:9]=[C:8]2[C:13](=[CH:12][CH:11]=1)[N:4]([C:1](=[O:3])[CH3:2])[C@@H:5]([CH3:30])[CH2:6][C@H:7]2[NH:17][C:18]1[CH:19]=[CH:20][C:21]([N:24]2[CH2:25][CH2:26][O:27][CH2:28][CH2:29]2)=[CH:22][CH:23]=1)=[O:16])[C:32]1[CH:37]=[CH:36][CH:35]=[CH:34][CH:33]=1. (10) The product is: [Cl:21][C:10]1[C:6]([NH:5][C:3](=[O:4])[C:2]([F:1])([F:12])[F:13])=[N:7][NH:8][C:9]=1[CH3:11]. Given the reactants [F:1][C:2]([F:13])([F:12])[C:3]([NH:5][C:6]1[CH:10]=[C:9]([CH3:11])[NH:8][N:7]=1)=[O:4].C1C(=O)N([Cl:21])C(=O)C1, predict the reaction product.